This data is from Forward reaction prediction with 1.9M reactions from USPTO patents (1976-2016). The task is: Predict the product of the given reaction. (1) Given the reactants [H-].[Na+].[Cl:3][C:4]1[CH:12]=[CH:11][C:10]2[NH:9][C:8]3[CH2:13][CH2:14][N:15]([CH3:18])[CH2:16][CH2:17][C:7]=3[C:6]=2[CH:5]=1.[F:19][C:20]1[CH:25]=[CH:24][C:23]([C:26]2([CH3:29])[CH2:28][O:27]2)=[CH:22][CH:21]=1.O, predict the reaction product. The product is: [Cl:3][C:4]1[CH:12]=[CH:11][C:10]2[N:9]([CH2:29][C:26]([C:23]3[CH:24]=[CH:25][C:20]([F:19])=[CH:21][CH:22]=3)([OH:27])[CH3:28])[C:8]3[CH2:13][CH2:14][N:15]([CH3:18])[CH2:16][CH2:17][C:7]=3[C:6]=2[CH:5]=1. (2) Given the reactants [CH2:1]([C:8]1[CH:13]=[C:12]([CH3:14])[N:11]=[C:10]([NH:15][C:16]2[CH:25]=[CH:24][C:19]([C:20](OC)=[O:21])=[C:18]([F:26])[CH:17]=2)[N:9]=1)[C:2]1[CH:7]=[CH:6][CH:5]=[CH:4][CH:3]=1.O.[NH2:28][NH2:29], predict the reaction product. The product is: [CH2:1]([C:8]1[CH:13]=[C:12]([CH3:14])[N:11]=[C:10]([NH:15][C:16]2[CH:25]=[CH:24][C:19]([C:20]([NH:28][NH2:29])=[O:21])=[C:18]([F:26])[CH:17]=2)[N:9]=1)[C:2]1[CH:7]=[CH:6][CH:5]=[CH:4][CH:3]=1. (3) Given the reactants [C:1]([C:3]1[CH:4]=[CH:5][C:6]([C:9]([O:11][CH3:12])=[O:10])=[N:7][CH:8]=1)#[N:2].[ClH:13], predict the reaction product. The product is: [ClH:13].[NH2:2][CH2:1][C:3]1[CH:4]=[CH:5][C:6]([C:9]([O:11][CH3:12])=[O:10])=[N:7][CH:8]=1. (4) Given the reactants [CH3:1][CH:2]1[C:6](=O)[CH2:5][CH2:4][C:3]1=[O:8].[CH2:9]([C:16]1[N:17]=[N:18][N:19]([C:21]2[CH:27]=[CH:26][C:24]([NH2:25])=[CH:23][CH:22]=2)[CH:20]=1)[C:10]1[CH:15]=[CH:14][CH:13]=[CH:12][CH:11]=1.C(O)(=O)C, predict the reaction product. The product is: [CH2:9]([C:16]1[N:17]=[N:18][N:19]([C:21]2[CH:22]=[CH:23][C:24]([NH:25][C:6]3[CH2:5][CH2:4][C:3](=[O:8])[C:2]=3[CH3:1])=[CH:26][CH:27]=2)[CH:20]=1)[C:10]1[CH:15]=[CH:14][CH:13]=[CH:12][CH:11]=1. (5) Given the reactants [CH2:1]([SH:13])[CH2:2][CH2:3][CH2:4][CH2:5][CH2:6][CH2:7][CH2:8][CH2:9][CH2:10][CH2:11][CH3:12].[H-].[Na+].Cl[C:17]1[N:22]=[C:21]([NH:23][C:24]2[CH:29]=[CH:28][C:27]([O:30][CH:31]([CH3:33])[CH3:32])=[C:26]([F:34])[CH:25]=2)[N:20]([CH2:35][C:36]2[CH:41]=[CH:40][C:39]([Cl:42])=[CH:38][CH:37]=2)[C:19](=[O:43])[N:18]=1.[Cl-].[NH4+], predict the reaction product. The product is: [Cl:42][C:39]1[CH:38]=[CH:37][C:36]([CH2:35][N:20]2[C:21]([NH:23][C:24]3[CH:29]=[CH:28][C:27]([O:30][CH:31]([CH3:33])[CH3:32])=[C:26]([F:34])[CH:25]=3)=[N:22][C:17]([S:13][CH2:1][CH2:2][CH2:3][CH2:4][CH2:5][CH2:6][CH2:7][CH2:8][CH2:9][CH2:10][CH2:11][CH3:12])=[N:18][C:19]2=[O:43])=[CH:41][CH:40]=1. (6) Given the reactants [F:1][C:2]([F:34])([F:33])[C:3]1[CH:4]=[C:5]([C@@H:13]([O:15][C@@H:16]2[CH2:25][CH2:24][C:23]3[N:22]=[CH:21][CH:20]=[CH:19][C:18]=3[C@H:17]2[C:26]2[CH:31]=[CH:30][C:29]([F:32])=[CH:28][CH:27]=2)[CH3:14])[CH:6]=[C:7]([C:9]([F:12])([F:11])[F:10])[CH:8]=1.[CH:35](=O)[C:36]1[CH:41]=[CH:40][CH:39]=[CH:38][CH:37]=1.C(OC(=O)C)(=O)C, predict the reaction product. The product is: [CH:35](=[C:24]1[C:23]2[N:22]=[CH:21][CH:20]=[CH:19][C:18]=2[C@H:17]([C:26]2[CH:27]=[CH:28][C:29]([F:32])=[CH:30][CH:31]=2)[C@@H:16]([O:15][C@@H:13]([C:5]2[CH:6]=[C:7]([C:9]([F:12])([F:10])[F:11])[CH:8]=[C:3]([C:2]([F:1])([F:33])[F:34])[CH:4]=2)[CH3:14])[CH2:25]1)[C:36]1[CH:41]=[CH:40][CH:39]=[CH:38][CH:37]=1. (7) Given the reactants Cl[C:2]1[CH:3]=[CH:4][C:5]([CH3:32])=[C:6]([C:8]2[CH:13]=[CH:12][N:11]=[CH:10][C:9]=2[N:14]([CH3:31])[C:15](=[O:30])[C:16]2[CH:21]=[C:20]([C:22]([F:25])([F:24])[F:23])[CH:19]=[C:18]([C:26]([F:29])([F:28])[F:27])[CH:17]=2)[CH:7]=1.CCN(CC)CC.C[CH2:41][O:42][C:43](C)=[O:44], predict the reaction product. The product is: [CH3:41][O:42][C:43](=[O:44])[C:2]1[CH:3]=[CH:4][C:5]([CH3:32])=[C:6]([C:8]2[CH:13]=[CH:12][N:11]=[CH:10][C:9]=2[N:14]([C:15](=[O:30])[C:16]2[CH:21]=[C:20]([C:22]([F:25])([F:23])[F:24])[CH:19]=[C:18]([C:26]([F:29])([F:27])[F:28])[CH:17]=2)[CH3:31])[CH:7]=1. (8) Given the reactants [CH3:1][CH:2]([N:4]1[CH2:9][CH2:8][CH:7]([C:10]([O:12]CC)=[O:11])[CH2:6][CH2:5]1)[CH3:3].O.O.O.O.O.O.O.O.[OH-].[Ba+2].[OH-].C(O)C.C(=O)([O-])[O-].[NH4+].[NH4+], predict the reaction product. The product is: [CH3:3][CH:2]([N:4]1[CH2:5][CH2:6][CH:7]([C:10]([OH:12])=[O:11])[CH2:8][CH2:9]1)[CH3:1]. (9) Given the reactants [CH2:1]([O:8][C:9]1[CH:10]=[C:11]([CH:24]=O)[C:12]([OH:23])=[C:13]([C:15]2[CH:20]=[CH:19][C:18]([Cl:21])=[C:17]([Cl:22])[CH:16]=2)[CH:14]=1)[C:2]1[CH:7]=[CH:6][CH:5]=[CH:4][CH:3]=1.[C:26]([NH2:30])([CH3:29])([CH3:28])[CH3:27], predict the reaction product. The product is: [ClH:21].[CH2:1]([O:8][C:9]1[CH:14]=[C:13]([C:15]2[CH:20]=[CH:19][C:18]([Cl:21])=[C:17]([Cl:22])[CH:16]=2)[C:12]([OH:23])=[C:11]([CH2:24][NH:30][C:26]([CH3:29])([CH3:28])[CH3:27])[CH:10]=1)[C:2]1[CH:7]=[CH:6][CH:5]=[CH:4][CH:3]=1. (10) Given the reactants N[C:2]1([N:17]=[N:18][C:19]2[N:24]=[CH:23][CH:22]=[CH:21][N:20]=2)[N:7]=[C:6](Cl)[C:5]([C:9]2[CH:14]=[CH:13][C:12]([Cl:15])=[CH:11][CH:10]=2)=[C:4](N)[NH:3]1.C12(N)CC3CC(CC(C3)C1)C2.O, predict the reaction product. The product is: [Cl:15][C:12]1[CH:13]=[CH:14][C:9]([C:5]2[CH:6]=[N:7][C:2]([N:17]=[N:18][C:19]3[N:20]=[CH:21][CH:22]=[CH:23][N:24]=3)=[N:3][CH:4]=2)=[CH:10][CH:11]=1.